Dataset: NCI-60 drug combinations with 297,098 pairs across 59 cell lines. Task: Regression. Given two drug SMILES strings and cell line genomic features, predict the synergy score measuring deviation from expected non-interaction effect. (1) Drug 1: COC1=CC(=CC(=C1O)OC)C2C3C(COC3=O)C(C4=CC5=C(C=C24)OCO5)OC6C(C(C7C(O6)COC(O7)C8=CC=CS8)O)O. Drug 2: C1CN1P(=S)(N2CC2)N3CC3. Cell line: NCI-H226. Synergy scores: CSS=16.6, Synergy_ZIP=-4.24, Synergy_Bliss=-3.29, Synergy_Loewe=-6.99, Synergy_HSA=-2.16. (2) Drug 1: CN1C2=C(C=C(C=C2)N(CCCl)CCCl)N=C1CCCC(=O)O.Cl. Drug 2: CCN(CC)CCCC(C)NC1=C2C=C(C=CC2=NC3=C1C=CC(=C3)Cl)OC. Cell line: TK-10. Synergy scores: CSS=4.44, Synergy_ZIP=-2.47, Synergy_Bliss=-0.325, Synergy_Loewe=-1.87, Synergy_HSA=0.167.